Dataset: Full USPTO retrosynthesis dataset with 1.9M reactions from patents (1976-2016). Task: Predict the reactants needed to synthesize the given product. (1) The reactants are: O.NN.[CH3:4][O:5][C:6]1[N:7]=[C:8]2[C:17](=[CH:18][CH:19]=1)[N:16]=[CH:15][C:14]1[N:13](C)[C:12](=[O:21])[CH:11]([C@H:22]3[CH2:27][CH2:26][C@H:25]([N:28]4C(=O)C5C(=CC=CC=5)C4=O)[CH2:24][CH2:23]3)[O:10][C:9]2=1. Given the product [NH2:28][C@H:25]1[CH2:26][CH2:27][C@H:22]([CH:11]2[O:10][C:9]3[C:8]4[C:17](=[CH:18][CH:19]=[C:6]([O:5][CH3:4])[N:7]=4)[N:16]=[CH:15][C:14]=3[NH:13][C:12]2=[O:21])[CH2:23][CH2:24]1, predict the reactants needed to synthesize it. (2) Given the product [Cl:1][C:2]1[N:3]=[C:4]([CH3:11])[CH:5]=[CH:6][C:7]=1[C:8]([O:10][CH3:13])=[O:9], predict the reactants needed to synthesize it. The reactants are: [Cl:1][C:2]1[C:7]([C:8]([OH:10])=[O:9])=[CH:6][CH:5]=[C:4]([CH3:11])[N:3]=1.Cl.[CH3:13]O. (3) The reactants are: [Cl:1][C:2]1[CH:7]=[CH:6][C:5]([O:8]C)=[CH:4][C:3]=1[C:10]1[CH:34]=[C:33]([CH3:35])[C:13]2[N:14]=[C:15]([NH:18][C:19]3[CH:24]=[CH:23][CH:22]=[C:21]([S:25][CH2:26][CH2:27][N:28]4[CH2:32][CH2:31][CH2:30][CH2:29]4)[CH:20]=3)[N:16]=[N:17][C:12]=2[CH:11]=1.B(Br)(Br)Br. Given the product [Cl:1][C:2]1[CH:7]=[CH:6][C:5]([OH:8])=[CH:4][C:3]=1[C:10]1[CH:34]=[C:33]([CH3:35])[C:13]2[N:14]=[C:15]([NH:18][C:19]3[CH:24]=[CH:23][CH:22]=[C:21]([S:25][CH2:26][CH2:27][N:28]4[CH2:29][CH2:30][CH2:31][CH2:32]4)[CH:20]=3)[N:16]=[N:17][C:12]=2[CH:11]=1, predict the reactants needed to synthesize it. (4) The reactants are: [C:1]([O:5][C:6]([CH2:8][O:9][C:10]1[CH:11]=[C:12]([C:16](=[O:18])[CH3:17])[CH:13]=[CH:14][CH:15]=1)=[O:7])([CH3:4])([CH3:3])[CH3:2].[CH:19](=O)[C:20]1[CH:25]=[CH:24][CH:23]=[N:22][CH:21]=1.N1CCCCC1. Given the product [N:22]1[CH:23]=[CH:24][CH:25]=[C:20]([CH:19]=[CH:17][C:16]([C:12]2[CH:13]=[CH:14][CH:15]=[C:10]([O:9][CH2:8][C:6]([O:5][C:1]([CH3:4])([CH3:2])[CH3:3])=[O:7])[CH:11]=2)=[O:18])[CH:21]=1, predict the reactants needed to synthesize it. (5) Given the product [ClH:32].[F:26][C:21]1[CH:20]=[C:19]([CH:24]=[C:23]([F:25])[CH:22]=1)[CH2:18][C@H:2]([NH:1][C:30](=[O:31])[CH2:29][O:28][CH3:27])[C@@H:3]([C@H:5]1[CH2:10][O:9][C@@H:8]([O:11][CH2:12][C:13]([CH3:15])([CH3:16])[CH3:14])[C@H:7]([CH3:17])[NH:6]1)[OH:4], predict the reactants needed to synthesize it. The reactants are: [NH2:1][C@@H:2]([CH2:18][C:19]1[CH:24]=[C:23]([F:25])[CH:22]=[C:21]([F:26])[CH:20]=1)[C@@H:3]([CH:5]1[CH2:10][O:9][C@@H:8]([O:11][CH2:12][C:13]([CH3:16])([CH3:15])[CH3:14])[C@H:7]([CH3:17])[NH:6]1)[OH:4].[CH3:27][O:28][CH2:29][C:30]([Cl:32])=[O:31]. (6) Given the product [CH3:21][N:22]([CH3:26])[C:23]([NH:2][CH2:3][C:4]1[CH:13]=[CH:12][C:7]([C:8]([OH:10])=[O:9])=[CH:6][CH:5]=1)=[O:24], predict the reactants needed to synthesize it. The reactants are: Cl.[NH2:2][CH2:3][C:4]1[CH:13]=[CH:12][C:7]([C:8]([O:10]C)=[O:9])=[CH:6][CH:5]=1.C(N(CC)CC)C.[CH3:21][N:22]([CH3:26])[C:23](Cl)=[O:24].[OH-].[Na+]. (7) The reactants are: [OH:1][C:2]1[CH:7]=[CH:6][C:5]([C:8](=O)/[CH:9]=[CH:10]/[C:11]2[S:15][CH:14]=[N:13][C:12]=2[CH3:16])=[CH:4][C:3]=1[CH3:18].[NH2:19][C:20]([NH2:22])=[O:21]. Given the product [OH:1][C:2]1[CH:7]=[CH:6][C:5]([C:8]2[CH:9]=[C:10]([C:11]3[S:15][CH:14]=[N:13][C:12]=3[CH3:16])[NH:22][C:20](=[O:21])[N:19]=2)=[CH:4][C:3]=1[CH3:18], predict the reactants needed to synthesize it. (8) Given the product [Cl:8][C:5]1[CH:6]=[CH:7][C:2]2[N:20]3[CH2:21][CH2:22][CH2:23][C:18]([C:25]4[CH:30]=[CH:29][CH:28]=[CH:27][CH:26]=4)([C:12]4[CH:17]=[CH:16][CH:15]=[CH:14][CH:13]=4)[C:19]3=[N:9][C:3]=2[CH:4]=1, predict the reactants needed to synthesize it. The reactants are: Cl[C:2]1[CH:7]=[CH:6][C:5]([Cl:8])=[CH:4][C:3]=1[N+:9]([O-])=O.[C:12]1([C:18]2([C:25]3[CH:30]=[CH:29][CH:28]=[CH:27][CH:26]=3)[CH2:23][CH2:22][CH2:21][NH:20][C:19]2=O)[CH:17]=[CH:16][CH:15]=[CH:14][CH:13]=1. (9) Given the product [N:2]([C:3]1[CH:14]=[CH:13][C:6]([C:7](=[N:9][CH:10]([CH3:12])[CH3:11])[Cl:17])=[CH:5][CH:4]=1)([CH3:15])[CH3:1], predict the reactants needed to synthesize it. The reactants are: [CH3:1][N:2]([CH3:15])[C:3]1[CH:14]=[CH:13][C:6]([C:7]([NH:9][CH:10]([CH3:12])[CH3:11])=O)=[CH:5][CH:4]=1.P(Cl)(Cl)(Cl)(Cl)[Cl:17].